From a dataset of Full USPTO retrosynthesis dataset with 1.9M reactions from patents (1976-2016). Predict the reactants needed to synthesize the given product. Given the product [F:17][C:18]1[CH:19]=[C:20]([C:2]2[CH:3]=[C:4]([F:16])[CH:5]=[C:6]3[C:10]=2[N:9]([CH3:11])[C:8]([C:12]([NH2:14])=[O:13])=[C:7]3[CH3:15])[CH:21]=[CH:22][C:23]=1[F:24], predict the reactants needed to synthesize it. The reactants are: Br[C:2]1[CH:3]=[C:4]([F:16])[CH:5]=[C:6]2[C:10]=1[N:9]([CH3:11])[C:8]([C:12]([NH2:14])=[O:13])=[C:7]2[CH3:15].[F:17][C:18]1[CH:19]=[C:20](B(O)O)[CH:21]=[CH:22][C:23]=1[F:24].